From a dataset of Full USPTO retrosynthesis dataset with 1.9M reactions from patents (1976-2016). Predict the reactants needed to synthesize the given product. (1) Given the product [C:21]([O:20][C:18]([N:9]1[C:10]2[C:6](=[CH:5][CH:4]=[CH:3][C:2]=2[CH3:1])[CH:7]=[CH:8]1)=[O:19])([CH3:24])([CH3:23])[CH3:22], predict the reactants needed to synthesize it. The reactants are: [CH3:1][C:2]1[CH:3]=[CH:4][CH:5]=[C:6]2[C:10]=1[NH:9][CH:8]=[CH:7]2.O1CCCC1.[H-].[Na+].[C:18](O[C:18]([O:20][C:21]([CH3:24])([CH3:23])[CH3:22])=[O:19])([O:20][C:21]([CH3:24])([CH3:23])[CH3:22])=[O:19]. (2) Given the product [CH2:46]([O:47][C:48](=[O:28])[CH2:44][C:4](=[O:6])[CH2:3][C@H:2]([NH:1][C:17]([O:19][CH2:20][C:21]1[CH:26]=[CH:25][CH:24]=[CH:23][CH:22]=1)=[O:18])[C:7]([O:9][CH2:10][C:11]1[CH:16]=[CH:15][CH:14]=[CH:13][CH:12]=1)=[O:8])[CH3:45], predict the reactants needed to synthesize it. The reactants are: [NH:1]([C:17]([O:19][CH2:20][C:21]1[CH:26]=[CH:25][CH:24]=[CH:23][CH:22]=1)=[O:18])[C@H:2]([C:7]([O:9][CH2:10][C:11]1[CH:16]=[CH:15][CH:14]=[CH:13][CH:12]=1)=[O:8])[CH2:3][C:4](=[O:6])O.C(N1C=CN=C1)(N1C=CN=C1)=[O:28].[Mg].C(=O)=O.Cl.[CH2:44]1[CH2:48][O:47][CH2:46][CH2:45]1.